From a dataset of Forward reaction prediction with 1.9M reactions from USPTO patents (1976-2016). Predict the product of the given reaction. Given the reactants Cl[C:2]1[CH:7]=[C:6]([N+:8]([O-:10])=[O:9])[CH:5]=[CH:4][N:3]=1.[N:11]1[CH:16]=[CH:15][CH:14]=[C:13](B(O)O)[CH:12]=1.C(=O)([O-])[O-].[Na+].[Na+], predict the reaction product. The product is: [N+:8]([C:6]1[CH:5]=[CH:4][N:3]=[C:2]([C:13]2[CH:12]=[N:11][CH:16]=[CH:15][CH:14]=2)[CH:7]=1)([O-:10])=[O:9].